From a dataset of Peptide-MHC class I binding affinity with 185,985 pairs from IEDB/IMGT. Regression. Given a peptide amino acid sequence and an MHC pseudo amino acid sequence, predict their binding affinity value. This is MHC class I binding data. The peptide sequence is SLNITTLRAV. The MHC is HLA-A23:01 with pseudo-sequence HLA-A23:01. The binding affinity (normalized) is 0.